From a dataset of Forward reaction prediction with 1.9M reactions from USPTO patents (1976-2016). Predict the product of the given reaction. (1) Given the reactants C([O-])(O)=O.[Na+].[Br:6][C:7]1[CH:8]=[C:9]([N+:21]([O-])=O)[C:10]([NH:13][CH2:14][CH2:15][N:16]2[CH2:20][CH2:19][CH2:18][CH2:17]2)=[N:11][CH:12]=1.Cl, predict the reaction product. The product is: [Br:6][C:7]1[CH:8]=[C:9]([NH2:21])[C:10]([NH:13][CH2:14][CH2:15][N:16]2[CH2:20][CH2:19][CH2:18][CH2:17]2)=[N:11][CH:12]=1. (2) Given the reactants [Cl:1][C:2]1[N:3]=[CH:4][C:5]2[C:10]([CH:11]=1)=[CH:9][C:8]([S:12]([O:15][C:16]1[C:21]([F:22])=[C:20]([F:23])[C:19]([F:24])=[C:18]([F:25])[C:17]=1[F:26])(=[O:14])=[O:13])=[CH:7][CH:6]=2.OO.NC(N)=O.FC(F)(F)C(OC(=O)C(F)(F)F)=O.P(Br)(Br)([Br:48])=O, predict the reaction product. The product is: [Br:48][C:4]1[C:5]2[C:10](=[CH:9][C:8]([S:12]([O:15][C:16]3[C:21]([F:22])=[C:20]([F:23])[C:19]([F:24])=[C:18]([F:25])[C:17]=3[F:26])(=[O:14])=[O:13])=[CH:7][CH:6]=2)[CH:11]=[C:2]([Cl:1])[N:3]=1. (3) The product is: [Br:1][C:33]1[C:34]([NH:39][C@@H:40]2[C:48]3[C:43](=[CH:44][CH:45]=[CH:46][CH:47]=3)[CH2:42][C@@H:41]2[OH:49])=[N:35][C:36]([O:37][CH3:38])=[C:31]([C:25]2[CH:26]=[CH:27][C:28]([Cl:30])=[CH:29][C:24]=2[Cl:23])[N:32]=1. Given the reactants [Br:1]C1C(C(OC)=O)=NC(N[C@@H]2C3C(=CC=CC=3)C[C@@H]2O)=CN=1.[Cl:23][C:24]1[CH:29]=[C:28]([Cl:30])[CH:27]=[CH:26][C:25]=1[C:31]1[N:32]=[CH:33][C:34]([NH:39][C@@H:40]2[C:48]3[C:43](=[CH:44][CH:45]=[CH:46][CH:47]=3)[CH2:42][C@@H:41]2[OH:49])=[N:35][C:36]=1[O:37][CH3:38], predict the reaction product. (4) Given the reactants C[Si]([C:5]#[C:6][C:7]1[CH:8]=[C:9]2[C:14](=[CH:15][CH:16]=1)[CH:13]1[CH:17]([C:18]([O:20]CC)=[O:19])[CH:12]1[CH2:11][CH2:10]2)(C)C.[OH-].[Na+], predict the reaction product. The product is: [C:6]([C:7]1[CH:8]=[C:9]2[C:14](=[CH:15][CH:16]=1)[CH:13]1[CH:17]([C:18]([OH:20])=[O:19])[CH:12]1[CH2:11][CH2:10]2)#[CH:5]. (5) Given the reactants [CH3:1][N:2]1[CH:6]=[C:5](I)[CH:4]=[N:3]1.[CH:8]([O:10]CCCC)=[CH2:9].C(=O)([O-])[O-].[Na+].[Na+], predict the reaction product. The product is: [CH3:1][N:2]1[CH:6]=[C:5]([C:8](=[O:10])[CH3:9])[CH:4]=[N:3]1. (6) Given the reactants FC1C=NN([C:7]2([C:10]([OH:12])=[O:11])[CH2:9][CH2:8]2)C=1.[NH:13]1[CH2:18][CH2:17][O:16][CH2:15][C:14]1=[O:19], predict the reaction product. The product is: [O:19]=[C:14]1[N:13]([C:7]2([C:10]([OH:12])=[O:11])[CH2:9][CH2:8]2)[CH2:18][CH2:17][O:16][CH2:15]1.